Regression. Given two drug SMILES strings and cell line genomic features, predict the synergy score measuring deviation from expected non-interaction effect. From a dataset of NCI-60 drug combinations with 297,098 pairs across 59 cell lines. Drug 1: CC1=C2C(C(=O)C3(C(CC4C(C3C(C(C2(C)C)(CC1OC(=O)C(C(C5=CC=CC=C5)NC(=O)C6=CC=CC=C6)O)O)OC(=O)C7=CC=CC=C7)(CO4)OC(=O)C)O)C)OC(=O)C. Drug 2: CC1=C(N=C(N=C1N)C(CC(=O)N)NCC(C(=O)N)N)C(=O)NC(C(C2=CN=CN2)OC3C(C(C(C(O3)CO)O)O)OC4C(C(C(C(O4)CO)O)OC(=O)N)O)C(=O)NC(C)C(C(C)C(=O)NC(C(C)O)C(=O)NCCC5=NC(=CS5)C6=NC(=CS6)C(=O)NCCC[S+](C)C)O. Cell line: NCI-H226. Synergy scores: CSS=23.6, Synergy_ZIP=-7.48, Synergy_Bliss=-4.16, Synergy_Loewe=0.0894, Synergy_HSA=0.323.